Dataset: Forward reaction prediction with 1.9M reactions from USPTO patents (1976-2016). Task: Predict the product of the given reaction. (1) Given the reactants Br[C:2]1[CH:3]=[C:4]2[C:9](=[N:10][C:11]=1[CH:12]([O:15][CH3:16])[O:13][CH3:14])[NH:8][CH2:7][CH2:6][CH2:5]2.[O:17]1[CH2:22][CH:21]=[C:20](B2OC(C)(C)C(C)(C)O2)[CH2:19][CH2:18]1, predict the reaction product. The product is: [O:17]1[CH2:18][CH:19]=[C:20]([C:2]2[CH:3]=[C:4]3[C:9](=[N:10][C:11]=2[CH:12]([O:15][CH3:16])[O:13][CH3:14])[NH:8][CH2:7][CH2:6][CH2:5]3)[CH2:21][CH2:22]1. (2) Given the reactants [OH:1][C:2]1[CH:3]=[C:4]2[C:9](=[CH:10][CH:11]=1)[C:8](=[O:12])[CH2:7][CH2:6][CH2:5]2.[F:13][C:14]([F:27])([F:26])[S:15](O[S:15]([C:14]([F:27])([F:26])[F:13])(=[O:17])=[O:16])(=[O:17])=[O:16], predict the reaction product. The product is: [F:13][C:14]([F:27])([F:26])[S:15]([O:1][C:2]1[CH:11]=[CH:10][C:9]2[C:8](=[O:12])[CH2:7][CH2:6][CH2:5][C:4]=2[CH:3]=1)(=[O:17])=[O:16]. (3) Given the reactants [CH3:1][Mg]Br.[CH3:4][O:5][C:6]1[CH:11]=[CH:10][CH:9]=[CH:8][C:7]=1[CH2:12][C:13](=[O:15])[CH3:14].[Cl-].[NH4+], predict the reaction product. The product is: [CH3:4][O:5][C:6]1[CH:11]=[CH:10][CH:9]=[CH:8][C:7]=1[CH2:12][C:13]([CH3:1])([OH:15])[CH3:14]. (4) Given the reactants [OH:1][C:2]1[CH:7]=[C:6]([N+:8]([O-:10])=[O:9])[CH:5]=[CH:4][C:3]=1[CH2:11][CH2:12][C:13]([N:15]1[CH2:19][CH2:18][CH2:17][CH2:16]1)=[O:14].[C:20](=O)([O-])[O-].[K+].[K+].IC, predict the reaction product. The product is: [CH3:20][O:1][C:2]1[CH:7]=[C:6]([N+:8]([O-:10])=[O:9])[CH:5]=[CH:4][C:3]=1[CH2:11][CH2:12][C:13]([N:15]1[CH2:16][CH2:17][CH2:18][CH2:19]1)=[O:14]. (5) Given the reactants Br[C:2]1[CH:3]=[CH:4][C:5]2[S:9][CH:8]=[CH:7][C:6]=2[CH:10]=1.[Br-].[CH2:12]([Zn+])[C:13]1[CH:18]=[CH:17][CH:16]=[CH:15][CH:14]=1, predict the reaction product. The product is: [CH2:12]([C:2]1[CH:3]=[CH:4][C:5]2[S:9][CH:8]=[CH:7][C:6]=2[CH:10]=1)[C:13]1[CH:18]=[CH:17][CH:16]=[CH:15][CH:14]=1. (6) Given the reactants [CH3:1][O:2][C:3]1[CH:4]=[C:5]2[C:10](=[CH:11][C:12]=1[O:13][CH3:14])[N:9]=[CH:8][CH:7]=[C:6]2[O:15][C:16]1[CH:22]=[CH:21][C:19]([NH2:20])=[C:18]([F:23])[CH:17]=1.ClC(Cl)(O[C:28](=[O:34])OC(Cl)(Cl)Cl)Cl.Cl.[CH2:37]([NH2:39])[CH3:38].C(=O)([O-])O.[Na+], predict the reaction product. The product is: [CH3:1][O:2][C:3]1[CH:4]=[C:5]2[C:10](=[CH:11][C:12]=1[O:13][CH3:14])[N:9]=[CH:8][CH:7]=[C:6]2[O:15][C:16]1[CH:22]=[CH:21][C:19]([NH:20][C:28]([NH:39][CH2:37][CH3:38])=[O:34])=[C:18]([F:23])[CH:17]=1. (7) Given the reactants [Br:1][C:2]1[CH:3]=[C:4]([CH2:14][N:15]2C(=O)C3C(=CC=CC=3)C2=O)[CH:5]=[N:6][C:7]=1[O:8][CH2:9][C:10]([F:13])([F:12])[F:11].[ClH:26], predict the reaction product. The product is: [ClH:26].[Br:1][C:2]1[CH:3]=[C:4]([CH2:14][NH2:15])[CH:5]=[N:6][C:7]=1[O:8][CH2:9][C:10]([F:11])([F:12])[F:13].